From a dataset of Full USPTO retrosynthesis dataset with 1.9M reactions from patents (1976-2016). Predict the reactants needed to synthesize the given product. (1) Given the product [CH3:39][C:38]1[O:40][C:2]([CH3:37])=[C:3]([C:5]2[CH:6]=[C:7]([C:23]([NH:25][CH2:26][C:27]3[CH:28]=[CH:29][C:30]([S:33]([CH3:36])(=[O:34])=[O:35])=[CH:31][CH:32]=3)=[O:24])[C:8](=[O:22])[N:9]([C:12]3[CH:17]=[CH:16][CH:15]=[C:14]([C:18]([F:21])([F:20])[F:19])[CH:13]=3)[C:10]=2[CH3:11])[N:41]=1, predict the reactants needed to synthesize it. The reactants are: Br[CH:2]([CH3:37])[C:3]([C:5]1[CH:6]=[C:7]([C:23]([NH:25][CH2:26][C:27]2[CH:32]=[CH:31][C:30]([S:33]([CH3:36])(=[O:35])=[O:34])=[CH:29][CH:28]=2)=[O:24])[C:8](=[O:22])[N:9]([C:12]2[CH:17]=[CH:16][CH:15]=[C:14]([C:18]([F:21])([F:20])[F:19])[CH:13]=2)[C:10]=1[CH3:11])=O.[C:38]([NH2:41])(=[O:40])[CH3:39].C1(C)C(C)=CC=CC=1.OS(O)(=O)=O. (2) Given the product [CH2:47]([NH:49][C:50]([N:35]1[CH2:36][CH2:37][N:32]([C:30](=[O:31])[C:29]2[CH:28]=[CH:27][C:26](/[CH:25]=[CH:24]/[C:17]3[C:18]4[C:23](=[CH:22][CH:21]=[CH:20][CH:19]=4)[NH:15][N:16]=3)=[CH:39][CH:38]=2)[CH2:33][CH2:34]1)=[O:51])[CH3:48], predict the reactants needed to synthesize it. The reactants are: C1(N)C(F)=C(F)C(F)=C(N)C=1F.Cl.Cl.[NH:15]1[C:23]2[C:18](=[CH:19][CH:20]=[CH:21][CH:22]=2)[C:17](/[CH:24]=[CH:25]/[C:26]2[CH:39]=[CH:38][C:29]([C:30]([N:32]3[CH2:37][CH2:36][NH:35][CH2:34][CH2:33]3)=[O:31])=[CH:28][CH:27]=2)=[N:16]1.C(N(CC)CC)C.[CH2:47]([N:49]=[C:50]=[O:51])[CH3:48]. (3) Given the product [NH2:22][C:13]1[CH:14]=[C:15]2[C:20](=[C:11]([C:1]3[C:10]4[C:5](=[CH:6][CH:7]=[CH:8][CH:9]=4)[CH:4]=[CH:3][CH:2]=3)[CH:12]=1)[NH:19][C:18](=[O:21])[CH:17]=[CH:16]2, predict the reactants needed to synthesize it. The reactants are: [C:1]1([C:11]2[CH:12]=[C:13]([N+:22]([O-])=O)[CH:14]=[C:15]3[C:20]=2[NH:19][C:18](=[O:21])[CH:17]=[CH:16]3)[C:10]2[C:5](=[CH:6][CH:7]=[CH:8][CH:9]=2)[CH:4]=[CH:3][CH:2]=1.